Predict which catalyst facilitates the given reaction. From a dataset of Catalyst prediction with 721,799 reactions and 888 catalyst types from USPTO. (1) Reactant: [C:1]1([C:7]2[S:11][C:10]([C:12]3[CH:18]=[CH:17][CH:16]=[CH:15][C:13]=3[NH2:14])=[N:9][N:8]=2)[CH:6]=[CH:5][CH:4]=[CH:3][CH:2]=1.C(N(CC)CC)C.[Cl:26][C:27]1[CH:32]=[C:31]([C:33]2[CH:38]=[CH:37][CH:36]=[CH:35][CH:34]=2)[N:30]=[C:29]([C:39](Cl)=[O:40])[CH:28]=1.CO. Product: [Cl:26][C:27]1[CH:32]=[C:31]([C:33]2[CH:38]=[CH:37][CH:36]=[CH:35][CH:34]=2)[N:30]=[C:29]([C:39]([NH:14][C:13]2[CH:15]=[CH:16][CH:17]=[CH:18][C:12]=2[C:10]2[S:11][C:7]([C:1]3[CH:2]=[CH:3][CH:4]=[CH:5][CH:6]=3)=[N:8][N:9]=2)=[O:40])[CH:28]=1. The catalyst class is: 2. (2) Reactant: C(=O)([O-])[O-].[K+].[K+].Cl.[N:8]1([C:14]2[C:18]3[CH:19]=[CH:20][CH:21]=[CH:22][C:17]=3[S:16][N:15]=2)[CH2:13][CH2:12][NH:11][CH2:10][CH2:9]1.S(C1C=CC(C)=CC=1)(O[CH2:27][CH2:28][C:29]1[CH:34]=[CH:33][CH:32]=[CH:31][C:30]=1[N+:35]([O-:37])=[O:36])(=O)=O.C1OCCOCCOCCOCCOCCOC1. Product: [N+:35]([C:30]1[CH:31]=[CH:32][CH:33]=[CH:34][C:29]=1[CH2:28][CH2:27][N:11]1[CH2:12][CH2:13][N:8]([C:14]2[C:18]3[CH:19]=[CH:20][CH:21]=[CH:22][C:17]=3[S:16][N:15]=2)[CH2:9][CH2:10]1)([O-:37])=[O:36]. The catalyst class is: 21. (3) Reactant: N(C(OC(C)C)=O)=NC(OC(C)C)=O.[C:15]([O:19][C:20]([CH:22]1[CH2:27][CH2:26][N:25]([C:28]2[NH:33][C:32](=[O:34])[C:31]([C:35]([O:37][CH2:38][CH3:39])=[O:36])=[CH:30][C:29]=2[C:40]#[N:41])[CH2:24][CH2:23]1)=[O:21])([CH3:18])([CH3:17])[CH3:16].O[CH2:43][CH2:44][N:45]1[CH2:49][CH2:48][CH2:47][C:46]1=[O:50].C1(P(C2C=CC=CC=2)C2C=CC=CC=2)C=CC=CC=1. Product: [C:15]([O:19][C:20]([CH:22]1[CH2:27][CH2:26][N:25]([C:28]2[C:29]([C:40]#[N:41])=[CH:30][C:31]([C:35]([O:37][CH2:38][CH3:39])=[O:36])=[C:32]([O:34][CH2:43][CH2:44][N:45]3[CH2:49][CH2:48][CH2:47][C:46]3=[O:50])[N:33]=2)[CH2:24][CH2:23]1)=[O:21])([CH3:16])([CH3:18])[CH3:17]. The catalyst class is: 1.